From a dataset of Forward reaction prediction with 1.9M reactions from USPTO patents (1976-2016). Predict the product of the given reaction. Given the reactants [Br:1][C:2]1[CH:7]=[CH:6][C:5]([CH:8]([CH3:11])[CH2:9][OH:10])=[CH:4][CH:3]=1.N1C=CN=C1.[Si:17](Cl)([C:20]([CH3:23])([CH3:22])[CH3:21])([CH3:19])[CH3:18], predict the reaction product. The product is: [Br:1][C:2]1[CH:3]=[CH:4][C:5]([CH:8]([CH3:11])[CH2:9][O:10][Si:17]([C:20]([CH3:23])([CH3:22])[CH3:21])([CH3:19])[CH3:18])=[CH:6][CH:7]=1.